From a dataset of Peptide-MHC class II binding affinity with 134,281 pairs from IEDB. Regression. Given a peptide amino acid sequence and an MHC pseudo amino acid sequence, predict their binding affinity value. This is MHC class II binding data. The peptide sequence is TIPLVALTLTSYLGLK. The MHC is DRB1_1101 with pseudo-sequence DRB1_1101. The binding affinity (normalized) is 0.573.